Dataset: Full USPTO retrosynthesis dataset with 1.9M reactions from patents (1976-2016). Task: Predict the reactants needed to synthesize the given product. (1) Given the product [F:27][C:22]1[CH:21]=[C:20]([NH:13][C:12]2[C:11]3[C:10](=[CH:9][CH:8]=[C:6]4[N:7]=[C:3]([C:1]#[N:2])[S:4][C:5]4=3)[N:14]=[CH:15][N:16]=2)[CH:25]=[CH:24][C:23]=1[OH:26], predict the reactants needed to synthesize it. The reactants are: [C:1]([C:3]1[S:4][C:5]2[C:11]([C:12]#[N:13])=[C:10](/[N:14]=[CH:15]/[N:16](C)C)[CH:9]=[CH:8][C:6]=2[N:7]=1)#[N:2].N[C:20]1[CH:25]=[CH:24][C:23]([OH:26])=[C:22]([F:27])[CH:21]=1.[K+].[Br-]. (2) Given the product [C:16]([CH2:15][CH2:14][N:11]1[CH2:10][CH2:9][CH:8]([NH:7][C:6]([C:36]2[C:32]([NH:31][C:29](=[O:30])[C:28]3[C:27]([F:26])=[CH:43][CH:42]=[CH:41][C:40]=3[F:44])=[CH:33][NH:34][N:35]=2)=[O:18])[CH2:13][CH2:12]1)#[N:17], predict the reactants needed to synthesize it. The reactants are: C(O[C:6](=[O:18])[NH:7][CH:8]1[CH2:13][CH2:12][N:11]([CH2:14][CH2:15][C:16]#[N:17])[CH2:10][CH2:9]1)(C)(C)C.C(O)(C(F)(F)F)=O.[F:26][C:27]1[CH:43]=[CH:42][CH:41]=[C:40]([F:44])[C:28]=1[C:29]([NH:31][C:32]1[C:33](C(O)=O)=[N:34][NH:35][CH:36]=1)=[O:30].C(Cl)CCl.C1C=CC2N(O)N=NC=2C=1.